This data is from Full USPTO retrosynthesis dataset with 1.9M reactions from patents (1976-2016). The task is: Predict the reactants needed to synthesize the given product. (1) Given the product [CH3:1][C:15]1[C:16]2[C:21](=[CH:20][C:19]([O:24][CH3:25])=[C:18]([O:26][CH3:27])[CH:17]=2)[CH2:22][CH2:23][N:14]=1, predict the reactants needed to synthesize it. The reactants are: [C:1](Cl)(=O)C.[Cl-].FC1C=CC=CC=1C[N+:14]1[CH2:23][CH2:22][C:21]2[C:16](=[CH:17][C:18]([O:26][CH3:27])=[C:19]([O:24][CH3:25])[CH:20]=2)[CH:15]=1. (2) Given the product [O:12]1[CH2:11][CH2:10][N:9]([C:4]2[CH:5]=[CH:6][CH:7]=[CH:8][C:3]=2[OH:2])[CH2:14][CH2:13]1, predict the reactants needed to synthesize it. The reactants are: C[O:2][C:3]1[CH:8]=[CH:7][CH:6]=[CH:5][C:4]=1[N:9]1[CH2:14][CH2:13][O:12][CH2:11][CH2:10]1.B(Br)(Br)Br. (3) Given the product [F:62][C:60]([F:61])([F:63])[C:58]1[CH:57]=[C:37]([CH:36]=[C:35]([C:34]([F:65])([F:64])[F:33])[CH:59]=1)[CH2:38][N:39]([CH3:56])[C:40](=[O:55])[C:41]1[C:46]([C:47]2[CH:52]=[CH:51][CH:50]=[CH:49][C:48]=2[CH3:53])=[CH:45][C:44]([CH2:3][CH2:2][CH2:1][C:4]2[CH:9]=[CH:8][C:7]([O:10][CH3:11])=[CH:6][CH:5]=2)=[N:43][CH:42]=1, predict the reactants needed to synthesize it. The reactants are: [CH2:1]([C:4]1[CH:9]=[CH:8][C:7]([O:10][CH3:11])=[CH:6][CH:5]=1)[CH:2]=[CH2:3].B1(B2C3CCCC2CCC3)C2CCCC1CCC2.C[O-].[K+].[F:33][C:34]([F:65])([F:64])[C:35]1[CH:36]=[C:37]([CH:57]=[C:58]([C:60]([F:63])([F:62])[F:61])[CH:59]=1)[CH2:38][N:39]([CH3:56])[C:40](=[O:55])[C:41]1[C:46]([C:47]2[CH:52]=[CH:51][CH:50]=[CH:49][C:48]=2[CH3:53])=[CH:45][C:44](I)=[N:43][CH:42]=1.[Cl-].C(C1C=CC=C(C(C)C)C=1[N+]1C=CN(C2C(C(C)C)=CC=CC=2C(C)C)C=1)(C)C. (4) Given the product [F:1][C:2]1[CH:3]=[C:4]([CH:29]=[C:30]([N:32]2[CH2:37][CH2:36][CH2:35][CH2:34][CH2:33]2)[CH:31]=1)[C:5]([NH:7][C:8]1[C:17]2[C:12](=[CH:13][CH:14]=[CH:15][CH:16]=2)[C:11]([O:18][C:19]2[CH:24]=[CH:23][N:22]=[C:21]([NH:38][C:39]3([CH2:44][OH:45])[CH2:43][CH2:42][CH2:41][CH2:40]3)[N:20]=2)=[CH:10][CH:9]=1)=[O:6], predict the reactants needed to synthesize it. The reactants are: [F:1][C:2]1[CH:3]=[C:4]([CH:29]=[C:30]([N:32]2[CH2:37][CH2:36][CH2:35][CH2:34][CH2:33]2)[CH:31]=1)[C:5]([NH:7][C:8]1[C:17]2[C:12](=[CH:13][CH:14]=[CH:15][CH:16]=2)[C:11]([O:18][C:19]2[CH:24]=[CH:23][N:22]=[C:21](S(C)(=O)=O)[N:20]=2)=[CH:10][CH:9]=1)=[O:6].[NH2:38][C:39]1([CH2:44][OH:45])[CH2:43][CH2:42][CH2:41][CH2:40]1. (5) Given the product [C:1]([CH:5]1[CH2:9][CH2:8][N:7]([C:10]2[N:15]=[C:14]([NH:16][C:17]3[C:18]4[N:19]([CH:24]=[CH:25][N:26]=4)[N:20]=[C:21]([C:35]4[CH:36]=[C:37]([CH:42]=[CH:43][CH:44]=4)[C:38]([O:40][CH3:41])=[O:39])[CH:22]=3)[CH:13]=[CH:12][CH:11]=2)[CH2:6]1)([CH3:4])([CH3:3])[CH3:2], predict the reactants needed to synthesize it. The reactants are: [C:1]([CH:5]1[CH2:9][CH2:8][N:7]([C:10]2[N:15]=[C:14]([NH:16][C:17]3[C:18]4[N:19]([CH:24]=[CH:25][N:26]=4)[N:20]=[C:21](Cl)[CH:22]=3)[CH:13]=[CH:12][CH:11]=2)[CH2:6]1)([CH3:4])([CH3:3])[CH3:2].CC1(C)C(C)(C)OB([C:35]2[CH:36]=[C:37]([CH:42]=[CH:43][CH:44]=2)[C:38]([O:40][CH3:41])=[O:39])O1.CC(C1C=C(C(C)C)C(C2C=CC=CC=2P(C2CCCCC2)C2CCCCC2)=C(C(C)C)C=1)C.C([O-])([O-])=O.[Na+].[Na+]. (6) Given the product [OH:22][C:21]1[C:20]2[C:15](=[N:16][CH:17]=[CH:18][CH:19]=2)[N:14]([CH2:23][CH2:24][CH:25]([CH3:27])[CH3:26])[C:13](=[O:28])[C:12]=1[C:7]1[NH:6][C:5]2[CH:29]=[CH:30][C:2]([NH:1][C:31](=[O:33])[CH3:32])=[CH:3][C:4]=2[S:9](=[O:11])(=[O:10])[N:8]=1, predict the reactants needed to synthesize it. The reactants are: [NH2:1][C:2]1[CH:30]=[CH:29][C:5]2[NH:6][C:7]([C:12]3[C:13](=[O:28])[N:14]([CH2:23][CH2:24][CH:25]([CH3:27])[CH3:26])[C:15]4[C:20]([C:21]=3[OH:22])=[CH:19][CH:18]=[CH:17][N:16]=4)=[N:8][S:9](=[O:11])(=[O:10])[C:4]=2[CH:3]=1.[C:31](OC(=O)C)(=[O:33])[CH3:32].O. (7) Given the product [Br:41][CH2:1][C:2]1[C:3]([C:24]2[CH:29]=[CH:28][CH:27]=[C:26]([C:30]([F:32])([F:31])[F:33])[CH:25]=2)=[N:4][C:5]2[C:10]([C:11]=1[C:12]([O:14][CH3:15])=[O:13])=[CH:9][C:8]([S:16]([CH:19]([CH3:21])[CH3:20])(=[O:18])=[O:17])=[C:7]([O:22][CH3:23])[CH:6]=2, predict the reactants needed to synthesize it. The reactants are: [CH3:1][C:2]1[C:3]([C:24]2[CH:29]=[CH:28][CH:27]=[C:26]([C:30]([F:33])([F:32])[F:31])[CH:25]=2)=[N:4][C:5]2[C:10]([C:11]=1[C:12]([O:14][CH3:15])=[O:13])=[CH:9][C:8]([S:16]([CH:19]([CH3:21])[CH3:20])(=[O:18])=[O:17])=[C:7]([O:22][CH3:23])[CH:6]=2.C1C(=O)N([Br:41])C(=O)C1. (8) Given the product [O:1]=[C:2]1[C:10]2[C:5](=[CH:6][C:7]([NH2:11])=[CH:8][CH:9]=2)[C:4](=[O:14])[N:3]1[CH:15]1[CH2:20][CH2:19][C:18](=[O:21])[NH:17][C:16]1=[O:22], predict the reactants needed to synthesize it. The reactants are: [O:1]=[C:2]1[C:10]2[C:5](=[CH:6][C:7]([N+:11]([O-])=O)=[CH:8][CH:9]=2)[C:4](=[O:14])[N:3]1[CH:15]1[CH2:20][CH2:19][C:18](=[O:21])[NH:17][C:16]1=[O:22].